Dataset: Forward reaction prediction with 1.9M reactions from USPTO patents (1976-2016). Task: Predict the product of the given reaction. (1) Given the reactants [Br:1][C:2]1[CH:3]=[CH:4][C:5]2[O:14][C:13]3[C:12](=[O:15])[NH:11][C:10]([CH:16]4[CH2:21][CH2:20]NCC4)=[N:9][C:8]=3[C:6]=2[CH:7]=1.BrC1C=CC2O[C:34]3C(=O)NC(C4CCN(C(OC(C)(C)C)=O)CC4)=[N:30][C:29]=3[C:27]=2C=1, predict the reaction product. The product is: [Br:1][C:2]1[CH:3]=[CH:4][C:5]2[O:14][C:13]3[C:12](=[O:15])[NH:11][C:10]([C@@H:16]4[CH2:21][CH2:20][C:29]([CH3:34])([CH3:27])[NH:30]4)=[N:9][C:8]=3[C:6]=2[CH:7]=1. (2) Given the reactants [Br:1][C:2]1[CH:10]=[CH:9][C:5]([C:6]([NH2:8])=O)=[C:4]([F:11])[CH:3]=1.COC(OC)[N:15]([CH3:17])C.O.[NH2:21]N, predict the reaction product. The product is: [Br:1][C:2]1[CH:10]=[CH:9][C:5]([C:6]2[NH:15][CH:17]=[N:21][N:8]=2)=[C:4]([F:11])[CH:3]=1. (3) Given the reactants [CH3:1][O:2][CH2:3][C@H:4]([CH3:51])[CH2:5][O:6][CH2:7][C:8]1[CH:13]=[CH:12][C:11]([C@@H:14]2[C@@H:19]([O:20][CH2:21][C:22]3[CH:23]=[CH:24][C:25]4[O:30][CH2:29][CH2:28][N:27]([CH2:31][CH2:32][CH2:33][O:34][CH3:35])[C:26]=4[CH:36]=3)[CH2:18][N:17]([S:37]([C:40]3[CH:45]=[CH:44][C:43]([CH3:46])=[CH:42][CH:41]=3)(=[O:39])=[O:38])[C@@H:16]([CH2:47][C:48](O)=[O:49])[CH2:15]2)=[CH:10][CH:9]=1.O1CCCC1.B, predict the reaction product. The product is: [CH3:1][O:2][CH2:3][C@H:4]([CH3:51])[CH2:5][O:6][CH2:7][C:8]1[CH:13]=[CH:12][C:11]([C@@H:14]2[C@@H:19]([O:20][CH2:21][C:22]3[CH:23]=[CH:24][C:25]4[O:30][CH2:29][CH2:28][N:27]([CH2:31][CH2:32][CH2:33][O:34][CH3:35])[C:26]=4[CH:36]=3)[CH2:18][N:17]([S:37]([C:40]3[CH:45]=[CH:44][C:43]([CH3:46])=[CH:42][CH:41]=3)(=[O:38])=[O:39])[C@@H:16]([CH2:47][CH2:48][OH:49])[CH2:15]2)=[CH:10][CH:9]=1. (4) Given the reactants [Cl:1][C:2]1[CH:3]=[C:4](B(O)O)[C:5]([F:8])=[N:6][CH:7]=1.Cl[C:13]1[N:18]=[C:17]([CH3:19])[N:16]=[C:15]([N:20]([CH2:30][C:31]2[CH:36]=[CH:35][C:34]([O:37][CH3:38])=[CH:33][CH:32]=2)[CH2:21][C:22]2[CH:27]=[CH:26][C:25]([O:28][CH3:29])=[CH:24][CH:23]=2)[N:14]=1.CC(N)CC1C=CC=CC=1.OP(O)(O)=O.C([O-])(=O)C.[K+], predict the reaction product. The product is: [Cl:1][C:2]1[CH:3]=[C:4]([C:13]2[N:18]=[C:17]([CH3:19])[N:16]=[C:15]([N:20]([CH2:21][C:22]3[CH:23]=[CH:24][C:25]([O:28][CH3:29])=[CH:26][CH:27]=3)[CH2:30][C:31]3[CH:32]=[CH:33][C:34]([O:37][CH3:38])=[CH:35][CH:36]=3)[N:14]=2)[C:5]([F:8])=[N:6][CH:7]=1.